Dataset: Forward reaction prediction with 1.9M reactions from USPTO patents (1976-2016). Task: Predict the product of the given reaction. (1) Given the reactants [N:1]([C@@H:4]([C@H:40]([C:48]1[CH:56]=[CH:55][C:51]2[O:52][CH2:53][O:54][C:50]=2[CH:49]=1)[C:41]1[CH:46]=[CH:45][C:44]([Cl:47])=[CH:43][CH:42]=1)[C:5]([NH:7][C:8]1[CH:9]=[N:10][CH:11]=[C:12]([F:39])[C:13]=1[CH2:14][CH2:15][C@H:16]1[O:21][CH2:20][C@@H:19]([CH2:22][O:23][C:24](=[O:31])[NH:25][CH2:26][C:27]([F:30])([F:29])[F:28])[N:18]([C:32]([O:34][C:35]([CH3:38])([CH3:37])[CH3:36])=[O:33])[CH2:17]1)=[O:6])=[N+]=[N-].CP(C)C, predict the reaction product. The product is: [NH2:1][C@@H:4]([C@H:40]([C:48]1[CH:56]=[CH:55][C:51]2[O:52][CH2:53][O:54][C:50]=2[CH:49]=1)[C:41]1[CH:42]=[CH:43][C:44]([Cl:47])=[CH:45][CH:46]=1)[C:5]([NH:7][C:8]1[CH:9]=[N:10][CH:11]=[C:12]([F:39])[C:13]=1[CH2:14][CH2:15][C@H:16]1[O:21][CH2:20][C@@H:19]([CH2:22][O:23][C:24](=[O:31])[NH:25][CH2:26][C:27]([F:28])([F:30])[F:29])[N:18]([C:32]([O:34][C:35]([CH3:36])([CH3:37])[CH3:38])=[O:33])[CH2:17]1)=[O:6]. (2) The product is: [Cl:19][C:20]1[C:29]2[C:24](=[CH:25][CH:26]=[CH:27][CH:28]=2)[N:23]=[C:22]([C:30]([C:2]2[CH:7]=[CH:6][C:5]([F:8])=[CH:4][N:3]=2)=[O:31])[N:21]=1. Given the reactants Br[C:2]1[CH:7]=[CH:6][C:5]([F:8])=[CH:4][N:3]=1.C([Li])(C)(C)C.CCCCC.[Cl:19][C:20]1[C:29]2[C:24](=[CH:25][CH:26]=[CH:27][CH:28]=2)[N:23]=[C:22]([C:30](OCC)=[O:31])[N:21]=1.[Cl-].[NH4+], predict the reaction product. (3) Given the reactants FC(F)(F)C1C=C(NC(=O)NC2C=CC(C3SC(CCC(OC)=O)=NC=3)=CC=2)C=CC=1.[NH2:32][C:33]1[CH:38]=[CH:37][C:36]([C:39]2[S:43][C:42]([CH:44]3[CH2:49][CH2:48][CH:47]([C:50]([O:52][CH3:53])=[O:51])[CH2:46][CH2:45]3)=[N:41][CH:40]=2)=[CH:35][CH:34]=1.[N:54]([C:57]1[CH:62]=[C:61]([CH3:63])[CH:60]=[CH:59][C:58]=1[F:64])=[C:55]=[O:56], predict the reaction product. The product is: [F:64][C:58]1[CH:59]=[CH:60][C:61]([CH3:63])=[CH:62][C:57]=1[NH:54][C:55](=[O:56])[NH:32][C:33]1[CH:34]=[CH:35][C:36]([C:39]2[S:43][C:42]([CH:44]3[CH2:45][CH2:46][CH:47]([C:50]([O:52][CH3:53])=[O:51])[CH2:48][CH2:49]3)=[N:41][CH:40]=2)=[CH:37][CH:38]=1. (4) Given the reactants [NH2:1][C:2]1[CH:7]=[C:6]([NH:8][C:9]([C:11]2[CH:12]=[C:13]([C:19]3[CH:24]=[CH:23][CH:22]=[C:21]([O:25][CH3:26])[CH:20]=3)[C:14]([O:17][CH3:18])=[CH:15][CH:16]=2)=[O:10])[CH:5]=[CH:4][C:3]=1[C:27]1[CH:32]=[CH:31][C:30]([O:33][CH:34]2[CH2:39][CH2:38][N:37]([CH3:40])[CH2:36][CH2:35]2)=[CH:29][CH:28]=1.[C:41](OC(=O)C)(=[O:43])[CH3:42], predict the reaction product. The product is: [C:41]([NH:1][C:2]1[CH:7]=[C:6]([NH:8][C:9]([C:11]2[CH:12]=[C:13]([C:19]3[CH:24]=[CH:23][CH:22]=[C:21]([O:25][CH3:26])[CH:20]=3)[C:14]([O:17][CH3:18])=[CH:15][CH:16]=2)=[O:10])[CH:5]=[CH:4][C:3]=1[C:27]1[CH:32]=[CH:31][C:30]([O:33][CH:34]2[CH2:39][CH2:38][N:37]([CH3:40])[CH2:36][CH2:35]2)=[CH:29][CH:28]=1)(=[O:43])[CH3:42]. (5) Given the reactants [H-].C([Al+]CC(C)C)C(C)C.[F:11][C:12]([F:25])([C:17]1[CH:24]=[CH:23][C:20]([C:21]#N)=[CH:19][CH:18]=1)[C:13]([F:16])([F:15])[F:14].S(=O)(=O)(O)[OH:27].O, predict the reaction product. The product is: [F:11][C:12]([F:25])([C:17]1[CH:24]=[CH:23][C:20]([CH:21]=[O:27])=[CH:19][CH:18]=1)[C:13]([F:16])([F:15])[F:14]. (6) The product is: [F:13][C:14]1[CH:21]=[CH:20][CH:19]=[C:18]([F:22])[C:15]=1[C:16]#[C:8][C:24]([O:26][CH3:27])=[O:25]. Given the reactants [N+](=C[Si](C)(C)C)=[N-].[CH2:8]([Li])CCC.[F:13][C:14]1[CH:21]=[CH:20][CH:19]=[C:18]([F:22])[C:15]=1[CH:16]=O.Cl[C:24]([O:26][CH3:27])=[O:25], predict the reaction product. (7) Given the reactants [C:1]([C:5]1[CH:9]=[C:8]([NH:10][C:11](=[O:18])[O:12][CH2:13][C:14]([Cl:17])([Cl:16])[Cl:15])[N:7]([C:19]2[CH:24]=[CH:23][CH:22]=[C:21]([N+:25]([O-])=O)[CH:20]=2)[N:6]=1)([CH3:4])([CH3:3])[CH3:2].[CH3:28][C:29](OC(C)=O)=[O:30], predict the reaction product. The product is: [C:29]([NH:25][C:21]1[CH:20]=[C:19]([N:7]2[C:8]([NH:10][C:11](=[O:18])[O:12][CH2:13][C:14]([Cl:17])([Cl:16])[Cl:15])=[CH:9][C:5]([C:1]([CH3:4])([CH3:3])[CH3:2])=[N:6]2)[CH:24]=[CH:23][CH:22]=1)(=[O:30])[CH3:28].